This data is from Full USPTO retrosynthesis dataset with 1.9M reactions from patents (1976-2016). The task is: Predict the reactants needed to synthesize the given product. (1) Given the product [CH2:13]([C:14]1[O:5][C:4](=[O:6])[C:3]2[CH:7]=[C:8]([F:11])[CH:9]=[CH:10][C:2]=2[N:1]=1)[CH3:12], predict the reactants needed to synthesize it. The reactants are: [NH2:1][C:2]1[CH:10]=[CH:9][C:8]([F:11])=[CH:7][C:3]=1[C:4]([OH:6])=[O:5].[C:12](OC(=O)CC)(=O)[CH2:13][CH3:14]. (2) Given the product [CH2:1]([O:3][C:4]([C:6]1[CH:7]=[N:8][C:9]2[C:14]([C:15]=1[NH:25][CH2:24][C:23]1[CH:26]=[CH:27][CH:28]=[C:21]([F:20])[CH:22]=1)=[CH:13][CH:12]=[CH:11][C:10]=2[NH2:17])=[O:5])[CH3:2], predict the reactants needed to synthesize it. The reactants are: [CH2:1]([O:3][C:4]([C:6]1[CH:7]=[N:8][C:9]2[C:14]([C:15]=1Cl)=[CH:13][CH:12]=[CH:11][C:10]=2[N+:17]([O-])=O)=[O:5])[CH3:2].[F:20][C:21]1[CH:22]=[C:23]([CH:26]=[CH:27][CH:28]=1)[CH2:24][NH2:25]. (3) The reactants are: [CH:1]1([O:5][C:6]([NH:8][C@@H:9]2[C:23](=[O:24])[N:22]3[CH2:25][C@H:26]([O:28][C:29]4[C:30]5[S:43][CH:42]=[CH:41][C:31]=5[N:32]=[C:33]([C:35]5[CH:40]=[CH:39][CH:38]=[CH:37][N:36]=5)[N:34]=4)[CH2:27][C@H:21]3[C:20](=[O:44])[NH:19][C@:18]3([C:46]([O:48]C)=[O:47])[CH2:45][C@H:17]3[CH:16]=[CH:15][CH2:14][CH2:13][CH2:12][CH2:11][CH2:10]2)=[O:7])[CH2:4][CH2:3][CH2:2]1.O1CCCC1.[OH-].[Li+]. Given the product [CH:1]1([O:5][C:6]([NH:8][C@@H:9]2[C:23](=[O:24])[N:22]3[CH2:25][C@H:26]([O:28][C:29]4[C:30]5[S:43][CH:42]=[CH:41][C:31]=5[N:32]=[C:33]([C:35]5[CH:40]=[CH:39][CH:38]=[CH:37][N:36]=5)[N:34]=4)[CH2:27][C@H:21]3[C:20](=[O:44])[NH:19][C@:18]3([C:46]([OH:48])=[O:47])[CH2:45][C@H:17]3[CH:16]=[CH:15][CH2:14][CH2:13][CH2:12][CH2:11][CH2:10]2)=[O:7])[CH2:4][CH2:3][CH2:2]1, predict the reactants needed to synthesize it. (4) Given the product [C:12]([CH2:14][C@@H:15]1[N:19]([C:20]2[CH:21]=[CH:22][C:23]([OH:26])=[CH:24][CH:25]=2)[N:18]=[C:10]([C:9]2[CH:8]=[CH:7][C:4]([C:5]#[N:6])=[CH:3][C:2]=2[F:1])[C@H:16]1[CH3:17])#[N:13], predict the reactants needed to synthesize it. The reactants are: [F:1][C:2]1[CH:3]=[C:4]([CH:7]=[CH:8][C:9]=1[CH:10]=O)[C:5]#[N:6].[C:12]([CH2:14][C@@H:15]1[N:19]([C:20]2[CH:25]=[CH:24][C:23]([OH:26])=[CH:22][CH:21]=2)[N:18]=[C:17](C2C=CC(C#N)=CC=2)[C@H:16]1C)#[N:13]. (5) The reactants are: [H-].[Na+].[CH3:3][C:4]1[C:12]2[C:7](=[N:8][CH:9]=[N:10][C:11]=2[NH2:13])[NH:6][N:5]=1.[Cl:14][C:15]1[C:16]([CH3:37])=[C:17]([CH:26]2[CH2:29][N:28]([C:30]([O:32][C:33]([CH3:36])([CH3:35])[CH3:34])=[O:31])[CH2:27]2)[C:18]([O:24][CH3:25])=[C:19]([CH:21](Cl)[CH3:22])[CH:20]=1. Given the product [NH2:13][C:11]1[N:10]=[CH:9][N:8]=[C:7]2[N:6]([CH:21]([C:19]3[C:18]([O:24][CH3:25])=[C:17]([CH:26]4[CH2:27][N:28]([C:30]([O:32][C:33]([CH3:35])([CH3:34])[CH3:36])=[O:31])[CH2:29]4)[C:16]([CH3:37])=[C:15]([Cl:14])[CH:20]=3)[CH3:22])[N:5]=[C:4]([CH3:3])[C:12]=12, predict the reactants needed to synthesize it.